Dataset: Catalyst prediction with 721,799 reactions and 888 catalyst types from USPTO. Task: Predict which catalyst facilitates the given reaction. (1) Reactant: [CH3:1][O:2][C:3]1[CH:4]=[C:5]2[C:10](=[C:11]([CH:13]=[CH2:14])[CH:12]=1)[C:9](=[O:15])[CH2:8][CH2:7][C:6]2([CH3:17])[CH3:16]. Product: [CH2:13]([C:11]1[CH:12]=[C:3]([O:2][CH3:1])[CH:4]=[C:5]2[C:10]=1[C:9](=[O:15])[CH2:8][CH2:7][C:6]2([CH3:16])[CH3:17])[CH3:14]. The catalyst class is: 78. (2) Reactant: Cl[C:2]1[N:7]=[C:6]([NH:8][C:9]2[CH:19]=[CH:18][CH:17]=[CH:16][C:10]=2[C:11]([O:13][CH2:14][CH3:15])=[O:12])[C:5]([Cl:20])=[CH:4][N:3]=1.[CH3:21][N:22]1[CH2:27][CH2:26][N:25]([C:28]2[CH:29]=[C:30]([CH:32]=[CH:33][CH:34]=2)[NH2:31])[CH2:24][CH2:23]1.Cl. Product: [Cl:20][C:5]1[C:6]([NH:8][C:9]2[CH:19]=[CH:18][CH:17]=[CH:16][C:10]=2[C:11]([O:13][CH2:14][CH3:15])=[O:12])=[N:7][C:2]([NH:31][C:30]2[CH:32]=[CH:33][CH:34]=[C:28]([N:25]3[CH2:24][CH2:23][N:22]([CH3:21])[CH2:27][CH2:26]3)[CH:29]=2)=[N:3][CH:4]=1. The catalyst class is: 8.